This data is from Full USPTO retrosynthesis dataset with 1.9M reactions from patents (1976-2016). The task is: Predict the reactants needed to synthesize the given product. (1) Given the product [C:20]([O:23][C:24](=[O:25])[NH:18][C:14]1[C:13]([C:9]2[N:10]([CH2:11][CH3:12])[C:3]3[C:2]([Br:1])=[CH:7][N:6]=[CH:5][C:4]=3[N:8]=2)=[N:17][O:16][N:15]=1)([CH3:22])([CH3:21])[CH3:19], predict the reactants needed to synthesize it. The reactants are: [Br:1][C:2]1[C:3]2[N:10]([CH2:11][CH3:12])[C:9]([C:13]3[C:14]([NH2:18])=[N:15][O:16][N:17]=3)=[N:8][C:4]=2[CH:5]=[N:6][CH:7]=1.[CH3:19][C:20]([O:23][C:24](O[C:24]([O:23][C:20]([CH3:22])([CH3:21])[CH3:19])=[O:25])=[O:25])([CH3:22])[CH3:21]. (2) Given the product [Si:1]([O:8][C:9]1[CH:10]=[C:11]2[C:15](=[CH:16][CH:17]=1)[NH:14][N:13]=[C:12]2[I:20])([C:4]([CH3:7])([CH3:5])[CH3:6])([CH3:3])[CH3:2], predict the reactants needed to synthesize it. The reactants are: [Si:1]([O:8][C:9]1[CH:10]=[C:11]2[C:15](=[CH:16][CH:17]=1)[NH:14][N:13]=[CH:12]2)([C:4]([CH3:7])([CH3:6])[CH3:5])([CH3:3])[CH3:2].[OH-].[K+].[I:20]I. (3) Given the product [C:1]([O:5][CH:6]([C:10]1[N:15]([CH3:16])[C:14](=[O:17])[C:13]2[N:18]([CH2:35][C:34]3[CH:37]=[C:38]([F:41])[CH:39]=[CH:40][C:33]=3[F:32])[CH:19]=[CH:20][C:12]=2[C:11]=1[C:21]1[C:22]([CH3:31])=[C:23]2[C:28](=[CH:29][CH:30]=1)[O:27][CH2:26][CH2:25][CH2:24]2)[C:7]([OH:9])=[O:8])([CH3:4])([CH3:3])[CH3:2], predict the reactants needed to synthesize it. The reactants are: [C:1]([O:5][CH:6]([C:10]1[N:15]([CH3:16])[C:14](=[O:17])[C:13]2[NH:18][CH:19]=[CH:20][C:12]=2[C:11]=1[C:21]1[C:22]([CH3:31])=[C:23]2[C:28](=[CH:29][CH:30]=1)[O:27][CH2:26][CH2:25][CH2:24]2)[C:7]([OH:9])=[O:8])([CH3:4])([CH3:3])[CH3:2].[F:32][C:33]1[CH:40]=[CH:39][C:38]([F:41])=[CH:37][C:34]=1[CH2:35]Br. (4) Given the product [CH3:11][O:10][C:8]([C@@H:7]([C:1]1[CH:6]=[CH:5][CH:4]=[CH:3][CH:2]=1)[C@@H:22]1[NH:21][CH2:26][CH2:25][CH2:24][CH2:23]1)=[O:9], predict the reactants needed to synthesize it. The reactants are: [C:1]1([C:7](=[N+]=[N-])[C:8]([O:10][CH3:11])=[O:9])[CH:6]=[CH:5][CH:4]=[CH:3][CH:2]=1.C([N:21]1[CH2:26][CH2:25][CH2:24][CH2:23][CH2:22]1)(OC(C)(C)C)=O.FC(F)(F)C(O)=O. (5) Given the product [O:28]1[C:32]2[CH:33]=[CH:34][CH:35]=[CH:36][C:31]=2[N:30]=[C:29]1[NH:37][C:38]1[O:11][C@:3]2([CH2:2][N:1]=1)[CH:8]1[CH2:7][CH2:6][N:5]([CH2:10][CH2:9]1)[CH2:4]2, predict the reactants needed to synthesize it. The reactants are: [NH2:1][CH2:2][C@@:3]1([OH:11])[CH:8]2[CH2:9][CH2:10][N:5]([CH2:6][CH2:7]2)[CH2:4]1.Cl.CCN(C(C)C)C(C)C.C([O-])([O-])=O.[Cs+].[Cs+].[O:28]1[C:32]2[CH:33]=[CH:34][CH:35]=[CH:36][C:31]=2[N:30]=[C:29]1[N:37]=[C:38](SC)SC. (6) Given the product [CH2:29]([CH:31]1[CH2:39][C:38]2[C:33](=[CH:34][C:35]([F:40])=[CH:36][CH:37]=2)[N:32]1[C:26]([C:22]1[CH:21]=[C:20]([NH:19][C:15]2[CH:16]=[C:17]3[C:12](=[CH:13][CH:14]=2)[CH2:11][C:3]2([C:4]4[C:5](=[N:6][CH:7]=[CH:8][CH:9]=4)[NH:10][C:2]2=[O:1])[CH2:18]3)[CH:25]=[CH:24][N:23]=1)=[O:27])[CH3:30], predict the reactants needed to synthesize it. The reactants are: [O:1]=[C:2]1[NH:10][C:5]2=[N:6][CH:7]=[CH:8][CH:9]=[C:4]2[C:3]21[CH2:18][C:17]1[C:12](=[CH:13][CH:14]=[C:15]([NH:19][C:20]3[CH:25]=[CH:24][N:23]=[C:22]([C:26](O)=[O:27])[CH:21]=3)[CH:16]=1)[CH2:11]2.[CH2:29]([CH:31]1[CH2:39][C:38]2[C:33](=[CH:34][C:35]([F:40])=[CH:36][CH:37]=2)[NH:32]1)[CH3:30].CCN(C(C)C)C(C)C.CN(C(ON1N=NC2C=CC=CC1=2)=[N+](C)C)C.[B-](F)(F)(F)F. (7) The reactants are: [F:1][C:2]1[CH:7]=[CH:6][C:5]([CH2:8][C:9]([C:11]2[CH:16]=[CH:15][N:14]=[CH:13][CH:12]=2)=[O:10])=[CH:4][CH:3]=1.Cl[C:18]1[C:23]([N+:24]([O-:26])=[O:25])=[CH:22][CH:21]=[CH:20][N:19]=1.[H-].[Na+]. Given the product [F:1][C:2]1[CH:7]=[CH:6][C:5]([CH:8]([C:18]2[C:23]([N+:24]([O-:26])=[O:25])=[CH:22][CH:21]=[CH:20][N:19]=2)[C:9]([C:11]2[CH:16]=[CH:15][N:14]=[CH:13][CH:12]=2)=[O:10])=[CH:4][CH:3]=1, predict the reactants needed to synthesize it. (8) Given the product [CH3:20][C:14]1[S:13][C:12]([C:16]([OH:18])=[O:17])=[C:11]([NH:10][C:9]2[CH:8]=[CH:7][N:6]=[C:5]3[NH:1][CH:2]=[CH:3][C:4]=23)[CH:15]=1, predict the reactants needed to synthesize it. The reactants are: [NH:1]1[C:5]2=[N:6][CH:7]=[CH:8][C:9]([NH:10][C:11]3[CH:15]=[CH:14][S:13][C:12]=3[C:16]([OH:18])=[O:17])=[C:4]2[CH:3]=[CH:2]1.N[C:20]1C=C(C)SC=1C(OC)=O. (9) Given the product [CH2:18]([O:25][C:26]1[CH:27]=[C:28]2[C:33](=[CH:34][C:35]=1[O:36][CH3:37])[CH:32](/[CH:2]=[CH:3]/[C:4]1[CH:9]=[CH:8][C:7]([O:10][CH3:11])=[C:6]([O:45][CH3:44])[CH:5]=1)[NH:31][CH2:30][CH2:29]2)[C:19]1[CH:24]=[CH:23][CH:22]=[CH:21][CH:20]=1, predict the reactants needed to synthesize it. The reactants are: Br/[CH:2]=[CH:3]/[C:4]1[CH:9]=[CH:8][C:7]([O:10][CH3:11])=[CH:6][C:5]=1F.C([Li])(C)(C)C.[CH2:18]([O:25][C:26]1[CH:27]=[C:28]2[C:33](=[CH:34][C:35]=1[O:36][CH3:37])[CH:32]=[N:31][CH2:30][CH2:29]2)[C:19]1[CH:24]=[CH:23][CH:22]=[CH:21][CH:20]=1.C[Si](Cl)(C)C.C[CH2:44][O:45]CC. (10) Given the product [F:1][C:2]1[CH:3]=[C:4]([N+:14]([O-:16])=[O:15])[CH:5]=[CH:6][C:7]=1[N:8]1[CH2:12][CH2:11][C@@H:10]([O:13][Si:22]([C:25]([CH3:28])([CH3:27])[CH3:26])([CH3:24])[CH3:23])[CH2:9]1, predict the reactants needed to synthesize it. The reactants are: [F:1][C:2]1[CH:3]=[C:4]([N+:14]([O-:16])=[O:15])[CH:5]=[CH:6][C:7]=1[N:8]1[CH2:12][CH2:11][C@@H:10]([OH:13])[CH2:9]1.N1C=CN=C1.[Si:22](Cl)([C:25]([CH3:28])([CH3:27])[CH3:26])([CH3:24])[CH3:23].